Dataset: Full USPTO retrosynthesis dataset with 1.9M reactions from patents (1976-2016). Task: Predict the reactants needed to synthesize the given product. (1) Given the product [Cl:18][C:19]1[CH:20]=[CH:21][C:22]([C@@H:25]2[CH2:27][C@H:26]2[C:28]([N:10]2[CH2:9][C@H:8]([C:11]3[CH:12]=[CH:13][CH:14]=[CH:15][CH:16]=3)[NH:7][C:6](=[O:17])[C@@H:5]2[CH2:1][CH:2]([CH3:4])[CH3:3])=[O:29])=[CH:23][CH:24]=1, predict the reactants needed to synthesize it. The reactants are: [CH2:1]([C@@H:5]1[NH:10][CH2:9][C@H:8]([C:11]2[CH:16]=[CH:15][CH:14]=[CH:13][CH:12]=2)[NH:7][C:6]1=[O:17])[CH:2]([CH3:4])[CH3:3].[Cl:18][C:19]1[CH:24]=[CH:23][C:22]([C@@H:25]2[CH2:27][C@H:26]2[C:28](O)=[O:29])=[CH:21][CH:20]=1.C([C@@H]1N(C([C@@H]2C[C@H]2C2C=CC=CC=2)=O)C[C@H](CC(C)C)NC1=O)C(C)C. (2) Given the product [Cl:1][C:2]1[C:3]([CH3:12])=[C:4]([S:8]([NH:19][C:20]2[CH:21]=[C:22]3[C:27](=[CH:28][CH:29]=2)[N:26]=[CH:25][N:24]=[CH:23]3)(=[O:10])=[O:9])[CH:5]=[CH:6][CH:7]=1, predict the reactants needed to synthesize it. The reactants are: [Cl:1][C:2]1[C:3]([CH3:12])=[C:4]([S:8](Cl)(=[O:10])=[O:9])[CH:5]=[CH:6][CH:7]=1.N1C=CC=CC=1.[NH2:19][C:20]1[CH:21]=[C:22]2[C:27](=[CH:28][CH:29]=1)[N:26]=[CH:25][N:24]=[CH:23]2.C([O-])(O)=O.[Na+]. (3) Given the product [CH3:10][O:9][C:7]([C:5]1[O:6][C:2]([NH:1][CH:11]=[C:26]2[C:27](=[O:28])[O:29][C:22]([CH3:30])([CH3:21])[O:23][C:24]2=[O:25])=[CH:3][CH:4]=1)=[O:8], predict the reactants needed to synthesize it. The reactants are: [NH2:1][C:2]1[O:6][C:5]([C:7]([O:9][CH3:10])=[O:8])=[CH:4][CH:3]=1.[CH:11](OCC)(OCC)OCC.[CH3:21][C:22]1([CH3:30])[O:29][C:27](=[O:28])[CH2:26][C:24](=[O:25])[O:23]1. (4) Given the product [Cl:1][C:2]1[CH:3]=[CH:4][C:5]([C:8]2([OH:9])[C:18]3=[N:20][C:22]([CH3:25])([CH3:21])[CH2:23][N:24]3[C:10](=[O:17])[C:11]3[N:12]=[CH:13][CH:14]=[CH:15][C:16]2=3)=[CH:6][CH:7]=1, predict the reactants needed to synthesize it. The reactants are: [Cl:1][C:2]1[CH:7]=[CH:6][C:5]([C:8]2([C:18]([NH2:20])=O)[C:16]3[C:11](=[N:12][CH:13]=[CH:14][CH:15]=3)[C:10](=[O:17])[O:9]2)=[CH:4][CH:3]=1.[CH3:21][C:22](N)([CH3:25])[CH2:23][NH2:24].C1(C)C=CC=CC=1. (5) Given the product [N:4]([C:3]1[CH:5]=[CH:6][CH:7]=[CH:8][C:2]=1[C:1]([OH:10])=[O:9])=[N+:20]=[N-:21], predict the reactants needed to synthesize it. The reactants are: [C:1]([OH:10])(=[O:9])[C:2]1[C:3](=[CH:5][CH:6]=[CH:7][CH:8]=1)[NH2:4].N([O-])=O.[Na+].C([O-])(=O)C.[Na+].[N-:20]=[N+:21]=[N-].[Na+]. (6) The reactants are: [NH2:1][C@H:2]([C:8]([OH:10])=[O:9])[CH2:3][CH2:4][C:5](=[O:7])[NH2:6].[CH2:11]([N:18]=[C:19]=[O:20])[C:12]1[CH:17]=[CH:16][CH:15]=[CH:14][CH:13]=1. Given the product [CH2:11]([NH:18][C:19]([NH:1][C@H:2]([C:8]([OH:10])=[O:9])[CH2:3][CH2:4][C:5](=[O:7])[NH2:6])=[O:20])[C:12]1[CH:17]=[CH:16][CH:15]=[CH:14][CH:13]=1, predict the reactants needed to synthesize it.